From a dataset of Forward reaction prediction with 1.9M reactions from USPTO patents (1976-2016). Predict the product of the given reaction. (1) Given the reactants [CH3:1][C:2]1[CH:7]=[CH:6][C:5]([Br:8])=[C:4]2[C:9]([CH2:12][CH:13](N)CO)=[CH:10][NH:11][C:3]=12.[C:17]([CH2:22][C:23]([O:25][CH2:26][CH3:27])=[O:24])(=[O:21])[CH2:18][CH2:19][CH3:20].B(F)(F)[F:29].CCOCC, predict the reaction product. The product is: [CH2:26]([O:25][C:23](=[O:24])[CH2:22][C:17]1([CH2:18][CH2:19][CH3:20])[C:10]2[NH:11][C:3]3[C:4]([C:9]=2[CH2:12][CH2:13][O:21]1)=[C:5]([Br:8])[C:6]([F:29])=[CH:7][C:2]=3[CH3:1])[CH3:27]. (2) Given the reactants [C:1]([OH:5])(=O)[CH2:2][OH:3].C(N1C=CN=C1)(N1C=CN=C1)=O.Cl.[NH2:19][C@H:20]1[CH2:25][CH2:24][C@H:23]([NH:26][C:27](=[O:41])[C:28]2[CH:33]=[CH:32][C:31]([C:34]3[CH:39]=[CH:38][CH:37]=[C:36]([F:40])[CH:35]=3)=[N:30][CH:29]=2)[CH2:22][CH2:21]1.C(NC(C)C)(C)C, predict the reaction product. The product is: [F:40][C:36]1[CH:35]=[C:34]([C:31]2[CH:32]=[CH:33][C:28]([C:27]([NH:26][C@H:23]3[CH2:22][CH2:21][C@H:20]([NH:19][C:1](=[O:5])[CH2:2][OH:3])[CH2:25][CH2:24]3)=[O:41])=[CH:29][N:30]=2)[CH:39]=[CH:38][CH:37]=1. (3) Given the reactants Cl.[F:2][C:3]1[CH:4]=[CH:5][C:6]([N:9]2[CH:13]=[CH:12][C:11]([CH2:14][CH2:15][NH:16][CH3:17])=[N:10]2)=[N:7][CH:8]=1.[N:18]1[N:19]([C:23]2[CH:31]=[CH:30][CH:29]=[CH:28][C:24]=2[C:25]([OH:27])=O)[N:20]=[CH:21][CH:22]=1, predict the reaction product. The product is: [F:2][C:3]1[CH:4]=[CH:5][C:6]([N:9]2[CH:13]=[CH:12][C:11]([CH2:14][CH2:15][N:16]([CH3:17])[C:25](=[O:27])[C:24]3[CH:28]=[CH:29][CH:30]=[CH:31][C:23]=3[N:19]3[N:18]=[CH:22][CH:21]=[N:20]3)=[N:10]2)=[N:7][CH:8]=1.